This data is from Aqueous solubility values for 9,982 compounds from the AqSolDB database. The task is: Regression/Classification. Given a drug SMILES string, predict its absorption, distribution, metabolism, or excretion properties. Task type varies by dataset: regression for continuous measurements (e.g., permeability, clearance, half-life) or binary classification for categorical outcomes (e.g., BBB penetration, CYP inhibition). For this dataset (solubility_aqsoldb), we predict Y. (1) The drug is COc1ccc(NCC(O)CO)cc1. The Y is -0.295 log mol/L. (2) The compound is CC(C)=NNC(=O)NC1c2ccccc2Oc2ccccc21. The Y is -4.17 log mol/L.